From a dataset of Full USPTO retrosynthesis dataset with 1.9M reactions from patents (1976-2016). Predict the reactants needed to synthesize the given product. (1) Given the product [Cl:1][C:2]1[CH:8]=[CH:7][C:5]([I:34])=[C:4]([C:9]2[CH:14]=[C:13]([O:15][CH3:16])[N:12]=[CH:11][N:10]=2)[CH:3]=1, predict the reactants needed to synthesize it. The reactants are: [Cl:1][C:2]1[CH:8]=[CH:7][C:5](N)=[C:4]([C:9]2[CH:14]=[C:13]([O:15][CH3:16])[N:12]=[CH:11][N:10]=2)[CH:3]=1.CC1C=CC(S(O)(=O)=O)=CC=1.O.N([O-])=O.[Na+].[Na+].[I-:34]. (2) The reactants are: [BH4-].[Na+].[CH:3]1([CH2:6][O:7][C:8]2[CH:9]=[CH:10][C:11]3[C:15]([CH:16]=2)=[N:14][N:13]([C@H:17]2[CH2:22][CH2:21][C@H:20]([CH2:23][CH2:24][C:25](=[O:27])[CH3:26])[CH2:19][CH2:18]2)[CH:12]=3)[CH2:5][CH2:4]1. Given the product [CH:3]1([CH2:6][O:7][C:8]2[CH:9]=[CH:10][C:11]3[C:15]([CH:16]=2)=[N:14][N:13]([C@H:17]2[CH2:22][CH2:21][C@H:20]([CH2:23][CH2:24][CH:25]([OH:27])[CH3:26])[CH2:19][CH2:18]2)[CH:12]=3)[CH2:5][CH2:4]1, predict the reactants needed to synthesize it. (3) Given the product [O:39]=[C:38]1[N:36]([O:31][CH2:24][CH:23]=[CH2:22])[CH:5]2[CH2:4][N:3]1[N:2]([CH2:14][C:15]([O:17][CH2:18][CH3:19])=[O:16])[C:11]1[CH:10]=[CH:9][CH:8]=[CH:7][C:6]=12, predict the reactants needed to synthesize it. The reactants are: Cl.[N:2]1[C:11]2[C:6](=[CH:7][CH:8]=[CH:9][CH:10]=2)[C:5](O)=[CH:4][N:3]=1.Br[CH2:14][C:15]([O:17][CH2:18][CH3:19])=[O:16].[H-].[Na+].[CH3:22][CH2:23][CH2:24][CH2:22][CH2:23][CH2:24]C.CC[O:31]C(C)=[O:31].C[N:36]([CH:38]=[O:39])C. (4) Given the product [NH2:21][C:18]1[CH:17]=[C:16]([NH:32][C:33]2[N:34]=[CH:35][CH:36]=[CH:37][N:38]=2)[C:15]([S:12]([NH:11][C:8]2[CH:9]=[CH:10][C:5]3[CH2:4][O:3][B:2]([OH:1])[C:6]=3[CH:7]=2)(=[O:13])=[O:14])=[N:20][CH:19]=1, predict the reactants needed to synthesize it. The reactants are: [OH:1][B:2]1[C:6]2[CH:7]=[C:8]([NH:11][S:12]([C:15]3[N:20]=[CH:19][C:18]([NH:21]C(=O)OCC4C=CC=CC=4)=[CH:17][C:16]=3[NH:32][C:33]3[N:38]=[CH:37][CH:36]=[CH:35][N:34]=3)(=[O:14])=[O:13])[CH:9]=[CH:10][C:5]=2[CH2:4][O:3]1. (5) Given the product [CH3:35][NH:37][C:9]([C:8]1[CH:12]=[CH:13][C:5]([C:3]([O:2][CH3:1])=[O:4])=[C:6]([C:14]2[CH:15]=[N:16][CH:17]=[CH:18][CH:19]=2)[CH:7]=1)=[O:10], predict the reactants needed to synthesize it. The reactants are: [CH3:1][O:2][C:3]([C:5]1[CH:13]=[CH:12][C:8]([C:9](O)=[O:10])=[CH:7][C:6]=1[C:14]1[CH:15]=[N:16][CH:17]=[CH:18][CH:19]=1)=[O:4].CN.C1COCC1.C(Cl)CCl.C1C=CC2N(O)N=[N:37][C:35]=2C=1. (6) The reactants are: [NH2:1][C:2]1[CH:14]=[CH:13][C:5]([C:6]([O:8][C:9]([CH3:12])([CH3:11])[CH3:10])=[O:7])=[CH:4][CH:3]=1.[Cl:15][CH2:16][CH2:17][CH2:18][S:19](Cl)(=[O:21])=[O:20]. Given the product [Cl:15][CH2:16][CH2:17][CH2:18][S:19]([NH:1][C:2]1[CH:14]=[CH:13][C:5]([C:6]([O:8][C:9]([CH3:10])([CH3:11])[CH3:12])=[O:7])=[CH:4][CH:3]=1)(=[O:21])=[O:20], predict the reactants needed to synthesize it. (7) Given the product [CH3:13][O:12][C:9]1[CH:10]=[CH:11][C:2]([C:26](=[O:29])[CH2:27][CH3:28])=[C:3]2[C:8]=1[N:7]=[C:6]([CH3:14])[CH:5]=[CH:4]2, predict the reactants needed to synthesize it. The reactants are: Br[C:2]1[CH:11]=[CH:10][C:9]([O:12][CH3:13])=[C:8]2[C:3]=1[CH:4]=[CH:5][C:6]([CH3:14])=[N:7]2.C([Li])CCC.CCCCCC.[C:26](O[C:26](=[O:29])[CH2:27][CH3:28])(=[O:29])[CH2:27][CH3:28].[Cl-].[NH4+].